Dataset: Forward reaction prediction with 1.9M reactions from USPTO patents (1976-2016). Task: Predict the product of the given reaction. (1) Given the reactants [C:1]([O:5][C:6]([N:8]1[CH2:13][C@H:12]([CH2:14][N:15]=[N+]=[N-])[N:11]([CH2:18][C:19]([N:21]2[C:29]3[C:24](=[CH:25][CH:26]=[C:27]([Cl:30])[CH:28]=3)[C:23]([CH3:32])([CH3:31])[CH2:22]2)=[O:20])[CH2:10][C@H:9]1[CH3:33])=[O:7])([CH3:4])([CH3:3])[CH3:2].[C:34]([OH:37])(=S)[CH3:35], predict the reaction product. The product is: [C:1]([O:5][C:6]([N:8]1[CH2:13][C@H:12]([CH2:14][NH:15][C:34](=[O:37])[CH3:35])[N:11]([CH2:18][C:19]([N:21]2[C:29]3[C:24](=[CH:25][CH:26]=[C:27]([Cl:30])[CH:28]=3)[C:23]([CH3:32])([CH3:31])[CH2:22]2)=[O:20])[CH2:10][C@H:9]1[CH3:33])=[O:7])([CH3:4])([CH3:3])[CH3:2]. (2) Given the reactants C[O:2][C:3](=[O:35])[C@@H:4]([O:32][CH2:33][CH3:34])[CH2:5][C:6]1[CH:11]=[CH:10][C:9]([O:12][CH2:13][C:14]2[N:15]=[C:16]([C:20]3[CH:25]=[CH:24][C:23]([O:26][CH:27]([CH3:29])[CH3:28])=[CH:22][CH:21]=3)[O:17][C:18]=2[CH3:19])=[CH:8][C:7]=1[CH2:30][CH3:31].[Li+].[OH-], predict the reaction product. The product is: [CH2:33]([O:32][C@@H:4]([CH2:5][C:6]1[CH:11]=[CH:10][C:9]([O:12][CH2:13][C:14]2[N:15]=[C:16]([C:20]3[CH:21]=[CH:22][C:23]([O:26][CH:27]([CH3:29])[CH3:28])=[CH:24][CH:25]=3)[O:17][C:18]=2[CH3:19])=[CH:8][C:7]=1[CH2:30][CH3:31])[C:3]([OH:35])=[O:2])[CH3:34].